Dataset: Retrosynthesis with 50K atom-mapped reactions and 10 reaction types from USPTO. Task: Predict the reactants needed to synthesize the given product. (1) Given the product O=C(CN1CCC(c2ccccc2)(c2ccccc2)C1=O)N1Cc2ccc(C(F)(F)F)cc2C1, predict the reactants needed to synthesize it. The reactants are: FC(F)(F)c1ccc2c(c1)CNC2.O=C(O)CN1CCC(c2ccccc2)(c2ccccc2)C1=O. (2) Given the product CC(C)(C)c1cccc(S(=O)(=O)n2c(Cc3ccc(C(=O)NN)cc3)cc3cc(C(F)(F)F)ccc32)c1, predict the reactants needed to synthesize it. The reactants are: CC(C)(C)OC(=O)N(N)C(=O)c1ccc(Cc2cc3cc(C(F)(F)F)ccc3n2S(=O)(=O)c2cccc(C(C)(C)C)c2)cc1. (3) Given the product Cc1cc(F)ccc1-c1cc(N2CCC[C@H]2CN2C(=O)c3ccccc3C2=O)ncc1N(C)C(=O)C(C)(C)c1cc(C(F)(F)F)cc(C(F)(F)F)c1, predict the reactants needed to synthesize it. The reactants are: Cc1cc(F)ccc1-c1cc(N2CCC[C@H]2CO)ncc1N(C)C(=O)C(C)(C)c1cc(C(F)(F)F)cc(C(F)(F)F)c1.O=C1NC(=O)c2ccccc21. (4) Given the product CC(=O)NC1CCc2c([nH]c3ccc(Br)cc23)C1, predict the reactants needed to synthesize it. The reactants are: CC(=O)NC1CCCC(=O)C1.NNc1ccc(Br)cc1. (5) Given the product CCOC(=O)C(C)Oc1ncn(-c2cccc(Br)c2)n1, predict the reactants needed to synthesize it. The reactants are: CCOC(=O)C(C)Br.Oc1ncn(-c2cccc(Br)c2)n1. (6) Given the product COc1cccc(CC(=O)Nc2cc(-c3c(Nc4ccn(C)n4)nc4ccccn34)nc(C)n2)c1, predict the reactants needed to synthesize it. The reactants are: COc1cccc(CC(=O)O)c1.Cc1nc(N)cc(-c2c(Nc3ccn(C)n3)nc3ccccn23)n1.